From a dataset of Forward reaction prediction with 1.9M reactions from USPTO patents (1976-2016). Predict the product of the given reaction. (1) Given the reactants [NH2:1][C:2]1[C:3]([C:12]([NH:14][C@H:15]([C:21]([O:23][CH3:24])=[O:22])[CH2:16][O:17][CH:18]([CH3:20])[CH3:19])=[O:13])=[CH:4][C:5]2[C:10]([CH:11]=1)=[CH:9][CH:8]=[CH:7][CH:6]=2.[N:25]([C:28]1[C:33]([CH3:34])=[CH:32][C:31]([CH3:35])=[CH:30][C:29]=1[CH3:36])=[C:26]=[O:27], predict the reaction product. The product is: [CH3:20][CH:18]([O:17][CH2:16][C@@H:15]([C:21]([O:23][CH3:24])=[O:22])[NH:14][C:12]([C:3]1[C:2]([NH:1][C:26]([NH:25][C:28]2[C:29]([CH3:36])=[CH:30][C:31]([CH3:35])=[CH:32][C:33]=2[CH3:34])=[O:27])=[CH:11][C:10]2[C:5](=[CH:6][CH:7]=[CH:8][CH:9]=2)[CH:4]=1)=[O:13])[CH3:19]. (2) Given the reactants Cl[C:2]1[C:11]([CH3:12])=[C:10]([Cl:13])[C:9]2[C:4](=[CH:5][N:6]=[CH:7][CH:8]=2)[N:3]=1.[CH3:14][C:15]1[CH:20]=[CH:19][N:18]=[C:17]([Sn](CCCC)(CCCC)CCCC)[CH:16]=1, predict the reaction product. The product is: [Cl:13][C:10]1[C:9]2[C:4](=[CH:5][N:6]=[CH:7][CH:8]=2)[N:3]=[C:2]([C:17]2[CH:16]=[C:15]([CH3:14])[CH:20]=[CH:19][N:18]=2)[C:11]=1[CH3:12]. (3) Given the reactants [O:1]1[C@H:3]2[CH2:4][C@H:5]3[C@:18]([CH3:20])([CH2:19][C@@H:2]12)[C@@H:17]1[C@H:8]([C@H:9]2[C@@:13]([CH2:15][CH2:16]1)([CH3:14])[C@@H:12]([OH:21])[C@@H:11]([N:22]1[CH2:26][CH2:25][CH2:24][CH2:23]1)[CH2:10]2)[CH2:7][CH2:6]3.C1(C)C=CC(S(O)(=O)=O)=CC=1.C(=O)([O-])[O-].[Na+].[Na+].[NH:44]1[CH2:49][CH2:48][O:47][CH2:46][CH2:45]1, predict the reaction product. The product is: [N:44]1([C@H:2]2[CH2:19][C@@:18]3([CH3:20])[C@@H:5]([CH2:6][CH2:7][C@@H:8]4[C@@H:17]3[CH2:16][CH2:15][C@@:13]3([CH3:14])[C@H:9]4[CH2:10][C@H:11]([N:22]4[CH2:26][CH2:25][CH2:24][CH2:23]4)[C@@H:12]3[OH:21])[CH2:4][C@@H:3]2[OH:1])[CH2:49][CH2:48][O:47][CH2:46][CH2:45]1. (4) Given the reactants Cl.[C:2]1([CH:8]([C:29]2[CH:34]=[CH:33][CH:32]=[CH:31][CH:30]=2)[CH2:9][NH:10][C:11]2[N:19]=[C:18]([CH2:20][NH:21][S:22]([CH2:25][CH:26]([CH3:28])[CH3:27])(=[O:24])=[O:23])[N:17]=[C:16]3[C:12]=2[N:13]=[CH:14][NH:15]3)[CH:7]=[CH:6][CH:5]=[CH:4][CH:3]=1.[C:35]([O:38][C@H:39]1[C@@H:43]([O:44][C:45](=[O:47])[CH3:46])[CH:42](OC(=O)C)[O:41][C@@H:40]1[C:52]1[N:53]=[N:54][N:55]([CH2:57][CH3:58])[N:56]=1)(=[O:37])[CH3:36].C[Si](OS(C(F)(F)F)(=O)=O)(C)C, predict the reaction product. The product is: [C:45]([O:44][C@@H:43]1[C@H:39]([O:38][C:35](=[O:37])[CH3:36])[C@@H:40]([C:52]2[N:53]=[N:54][N:55]([CH2:57][CH3:58])[N:56]=2)[O:41][C@H:42]1[N:15]1[CH:14]=[N:13][C:12]2[C:16]1=[N:17][C:18]([CH2:20][NH:21][S:22]([CH2:25][CH:26]([CH3:28])[CH3:27])(=[O:23])=[O:24])=[N:19][C:11]=2[NH:10][CH2:9][CH:8]([C:2]1[CH:3]=[CH:4][CH:5]=[CH:6][CH:7]=1)[C:29]1[CH:30]=[CH:31][CH:32]=[CH:33][CH:34]=1)(=[O:47])[CH3:46]. (5) Given the reactants Cl.[F:2][C:3]1[C:8]([F:9])=[CH:7][CH:6]=[CH:5][C:4]=1[CH:10]([N:14]1[CH2:19][CH2:18][N:17]([CH3:20])[CH2:16][CH2:15]1)[C:11]([OH:13])=O.C1CN([P+](ON2N=NC3C=CC=CC2=3)(N2CCCC2)N2CCCC2)CC1.F[P-](F)(F)(F)(F)F.[F:54][C:55]([F:69])([F:68])[C:56]1[CH:57]=[C:58]([NH:66][NH2:67])[CH:59]=[C:60]([C:62]([F:65])([F:64])[F:63])[CH:61]=1.CCN(C(C)C)C(C)C, predict the reaction product. The product is: [F:54][C:55]([F:68])([F:69])[C:56]1[CH:57]=[C:58]([NH:66][NH:67][C:11](=[O:13])[CH:10]([C:4]2[CH:5]=[CH:6][CH:7]=[C:8]([F:9])[C:3]=2[F:2])[N:14]2[CH2:19][CH2:18][N:17]([CH3:20])[CH2:16][CH2:15]2)[CH:59]=[C:60]([C:62]([F:65])([F:63])[F:64])[CH:61]=1. (6) The product is: [CH2:30]([O:32][CH2:33][C:34]1[N:14]([CH2:15][C:16]2([OH:22])[CH2:21][CH2:20][CH2:19][CH2:18][CH2:17]2)[C:13]2[C:12]3[CH:11]=[CH:10][CH:9]=[CH:8][C:7]=3[N:6]=[CH:5][C:4]=2[N:1]=1)[CH3:31]. Given the reactants [N+:1]([C:4]1[CH:5]=[N:6][C:7]2[C:12]([C:13]=1[NH:14][CH2:15][C:16]1([OH:22])[CH2:21][CH2:20][CH2:19][CH2:18][CH2:17]1)=[CH:11][CH:10]=[CH:9][CH:8]=2)([O-])=O.C(N(CC)CC)C.[CH2:30]([O:32][CH2:33][C:34](Cl)=O)[CH3:31], predict the reaction product. (7) Given the reactants [F:1][C:2]1([F:25])[CH2:7][CH2:6][C:5]([CH2:9][NH:10][C:11]([C:13]2[C:14]3[CH:15]=[CH:16][C:17](Cl)=[N:18][C:19]=3[CH:20]=[CH:21][C:22]=2[Cl:23])=[O:12])([OH:8])[CH2:4][CH2:3]1.CCN(C(C)C)C(C)C.[CH3:35][N:36]([CH3:42])[C@@H:37]1[CH2:41][CH2:40][NH:39][CH2:38]1, predict the reaction product. The product is: [F:1][C:2]1([F:25])[CH2:7][CH2:6][C:5]([CH2:9][NH:10][C:11]([C:13]2[C:14]3[CH:15]=[CH:16][C:17]([N:39]4[CH2:40][CH2:41][C@@H:37]([N:36]([CH3:42])[CH3:35])[CH2:38]4)=[N:18][C:19]=3[CH:20]=[CH:21][C:22]=2[Cl:23])=[O:12])([OH:8])[CH2:4][CH2:3]1.